The task is: Regression. Given two drug SMILES strings and cell line genomic features, predict the synergy score measuring deviation from expected non-interaction effect.. This data is from NCI-60 drug combinations with 297,098 pairs across 59 cell lines. (1) Drug 2: CC1CCC2CC(C(=CC=CC=CC(CC(C(=O)C(C(C(=CC(C(=O)CC(OC(=O)C3CCCCN3C(=O)C(=O)C1(O2)O)C(C)CC4CCC(C(C4)OC)O)C)C)O)OC)C)C)C)OC. Drug 1: CC1=C(C=C(C=C1)NC(=O)C2=CC=C(C=C2)CN3CCN(CC3)C)NC4=NC=CC(=N4)C5=CN=CC=C5. Cell line: SNB-19. Synergy scores: CSS=-1.71, Synergy_ZIP=1.12, Synergy_Bliss=1.78, Synergy_Loewe=-16.8, Synergy_HSA=-6.93. (2) Drug 2: CCCS(=O)(=O)NC1=C(C(=C(C=C1)F)C(=O)C2=CNC3=C2C=C(C=N3)C4=CC=C(C=C4)Cl)F. Cell line: CCRF-CEM. Synergy scores: CSS=30.2, Synergy_ZIP=1.39, Synergy_Bliss=2.84, Synergy_Loewe=-0.623, Synergy_HSA=-0.0486. Drug 1: C1CCN(CC1)CCOC2=CC=C(C=C2)C(=O)C3=C(SC4=C3C=CC(=C4)O)C5=CC=C(C=C5)O. (3) Drug 1: CC12CCC(CC1=CCC3C2CCC4(C3CC=C4C5=CN=CC=C5)C)O. Drug 2: CC1CCC2CC(C(=CC=CC=CC(CC(C(=O)C(C(C(=CC(C(=O)CC(OC(=O)C3CCCCN3C(=O)C(=O)C1(O2)O)C(C)CC4CCC(C(C4)OC)OCCO)C)C)O)OC)C)C)C)OC. Cell line: ACHN. Synergy scores: CSS=20.1, Synergy_ZIP=-0.291, Synergy_Bliss=-2.18, Synergy_Loewe=-16.4, Synergy_HSA=-1.97. (4) Drug 1: C1CC(C1)(C(=O)O)C(=O)O.[NH2-].[NH2-].[Pt+2]. Drug 2: C(CC(=O)O)C(=O)CN.Cl. Cell line: BT-549. Synergy scores: CSS=7.22, Synergy_ZIP=-1.52, Synergy_Bliss=-0.309, Synergy_Loewe=-2.06, Synergy_HSA=-0.148. (5) Drug 1: CN1CCC(CC1)COC2=C(C=C3C(=C2)N=CN=C3NC4=C(C=C(C=C4)Br)F)OC. Drug 2: CC12CCC3C(C1CCC2=O)CC(=C)C4=CC(=O)C=CC34C. Cell line: NCI-H460. Synergy scores: CSS=11.2, Synergy_ZIP=0.734, Synergy_Bliss=-1.14, Synergy_Loewe=-0.742, Synergy_HSA=-0.252. (6) Drug 1: C1=CC(=CC=C1CCC2=CNC3=C2C(=O)NC(=N3)N)C(=O)NC(CCC(=O)O)C(=O)O. Drug 2: CCC1=C2CN3C(=CC4=C(C3=O)COC(=O)C4(CC)O)C2=NC5=C1C=C(C=C5)O. Cell line: HS 578T. Synergy scores: CSS=11.9, Synergy_ZIP=-5.56, Synergy_Bliss=-9.28, Synergy_Loewe=-8.17, Synergy_HSA=-5.75. (7) Drug 1: CC1=CC2C(CCC3(C2CCC3(C(=O)C)OC(=O)C)C)C4(C1=CC(=O)CC4)C. Drug 2: COCCOC1=C(C=C2C(=C1)C(=NC=N2)NC3=CC=CC(=C3)C#C)OCCOC.Cl. Cell line: LOX IMVI. Synergy scores: CSS=0.365, Synergy_ZIP=-1.19, Synergy_Bliss=-3.74, Synergy_Loewe=-1.27, Synergy_HSA=-2.82.